The task is: Predict the product of the given reaction.. This data is from Forward reaction prediction with 1.9M reactions from USPTO patents (1976-2016). (1) Given the reactants [NH2:1][C:2]1[N:6]([C@@H:7]2[CH2:12][CH2:11][CH2:10][N:9]([C:13](=[O:19])/[CH:14]=[CH:15]/[CH:16](F)[F:17])[CH2:8]2)[N:5]=[C:4]([C:20]2[CH:25]=[CH:24][C:23]([O:26][C:27]3[C:32]([F:33])=[CH:31][C:30]([Cl:34])=[CH:29][N:28]=3)=[CH:22][CH:21]=2)[C:3]=1[C:35]([NH2:37])=[O:36].FC/C=C/C(O)=O, predict the reaction product. The product is: [NH2:1][C:2]1[N:6]([C@@H:7]2[CH2:12][CH2:11][CH2:10][N:9]([C:13](=[O:19])/[CH:14]=[CH:15]/[CH2:16][F:17])[CH2:8]2)[N:5]=[C:4]([C:20]2[CH:21]=[CH:22][C:23]([O:26][C:27]3[C:32]([F:33])=[CH:31][C:30]([Cl:34])=[CH:29][N:28]=3)=[CH:24][CH:25]=2)[C:3]=1[C:35]([NH2:37])=[O:36]. (2) Given the reactants [C:1]([C:3]1[CH:4]=[N:5][C:6]2[C:11]([C:12]=1[CH2:13][CH2:14][N:15]1[CH2:19][C@@H:18]([OH:20])[C@@H:17]([CH2:21][NH:22]C(=O)C(F)(F)F)[CH2:16]1)=[N:10][C:9]([O:29][CH3:30])=[CH:8][CH:7]=2)#[N:2], predict the reaction product. The product is: [NH2:22][CH2:21][C@@H:17]1[C@H:18]([OH:20])[CH2:19][N:15]([CH2:14][CH2:13][C:12]2[C:11]3[C:6](=[CH:7][CH:8]=[C:9]([O:29][CH3:30])[N:10]=3)[N:5]=[CH:4][C:3]=2[C:1]#[N:2])[CH2:16]1. (3) The product is: [Cl:1][C:2]1[CH:7]=[CH:6][CH:5]=[C:4]([F:8])[C:3]=1[C:9]1[NH:10][C:11](=[O:21])[N:12]([C:14]2[CH:19]=[CH:18][C:17]([C:23]#[C:22][Si:24]([CH3:27])([CH3:26])[CH3:25])=[CH:16][CH:15]=2)[N:13]=1. Given the reactants [Cl:1][C:2]1[CH:7]=[CH:6][CH:5]=[C:4]([F:8])[C:3]=1[C:9]1[NH:10][C:11](=[O:21])[N:12]([C:14]2[CH:19]=[CH:18][C:17](I)=[CH:16][CH:15]=2)[N:13]=1.[C:22]([Si:24]([CH3:27])([CH3:26])[CH3:25])#[CH:23], predict the reaction product.